From a dataset of TCR-epitope binding with 47,182 pairs between 192 epitopes and 23,139 TCRs. Binary Classification. Given a T-cell receptor sequence (or CDR3 region) and an epitope sequence, predict whether binding occurs between them. (1) The epitope is SSTFNVPMEKLK. The TCR CDR3 sequence is CASSDNEKLFF. Result: 0 (the TCR does not bind to the epitope). (2) The epitope is YFPLQSYGF. The TCR CDR3 sequence is CASSLDRARGYTF. Result: 0 (the TCR does not bind to the epitope). (3) The epitope is IPSINVHHY. The TCR CDR3 sequence is CASSELNVGPDQPQHF. Result: 0 (the TCR does not bind to the epitope). (4) The epitope is KLVALGINAV. The TCR CDR3 sequence is CASSIGHNTGELFF. Result: 1 (the TCR binds to the epitope). (5) The epitope is KAYNVTQAF. The TCR CDR3 sequence is CASSPRMGEAGELFF. Result: 1 (the TCR binds to the epitope). (6) The epitope is GTSGSPIIDK. The TCR CDR3 sequence is CASSLARSNTEAFF. Result: 0 (the TCR does not bind to the epitope).